From a dataset of Forward reaction prediction with 1.9M reactions from USPTO patents (1976-2016). Predict the product of the given reaction. (1) Given the reactants [Cl:1][C:2]1[CH:13]=[C:12]([Cl:14])[CH:11]=[CH:10][C:3]=1[CH:4]=[C:5]([C:8]#[N:9])[C:6]#[N:7].[O:15]1[C:24]2[C:19](=[CH:20][CH:21]=[CH:22][CH:23]=2)[C:18](=O)[CH2:17][CH2:16]1.C([O-])(=O)C.[NH4+:30], predict the reaction product. The product is: [NH2:9][CH2:8][C:5]1[C:6]([NH2:30])=[N:7][C:18]2[C:19]3[C:24](=[CH:23][CH:22]=[CH:21][CH:20]=3)[O:15][CH2:16][C:17]=2[C:4]=1[C:3]1[CH:10]=[CH:11][C:12]([Cl:14])=[CH:13][C:2]=1[Cl:1]. (2) Given the reactants C([O:3][C:4](=[O:34])[CH:5]([C:10]1[CH:11]=[C:12]([C:24]2[CH:29]=[CH:28][C:27]([C:30]([F:33])([F:32])[F:31])=[CH:26][CH:25]=2)[CH:13]=[C:14](OS(C(F)(F)F)(=O)=O)[CH:15]=1)[CH2:6][CH:7]([CH3:9])[CH3:8])C.[F:35][C:36]([F:47])([F:46])[C:37]1[CH:38]=[C:39](B(O)O)[CH:40]=[CH:41][CH:42]=1, predict the reaction product. The product is: [F:35][C:36]([F:47])([F:46])[C:37]1[CH:38]=[C:39]([C:14]2[CH:15]=[C:10]([CH:5]([CH2:6][CH:7]([CH3:9])[CH3:8])[C:4]([OH:34])=[O:3])[CH:11]=[C:12]([C:24]3[CH:25]=[CH:26][C:27]([C:30]([F:31])([F:32])[F:33])=[CH:28][CH:29]=3)[CH:13]=2)[CH:40]=[CH:41][CH:42]=1.